Dataset: Experimentally validated miRNA-target interactions with 360,000+ pairs, plus equal number of negative samples. Task: Binary Classification. Given a miRNA mature sequence and a target amino acid sequence, predict their likelihood of interaction. The miRNA is hsa-miR-15b-5p with sequence UAGCAGCACAUCAUGGUUUACA. The protein sequence of the target gene is MGTPASGRKRTPVKDRFSAEDEALSNIAREAEARLAAKRAARAEARDIRMRELERQQKEYSLHSFDRKWGQIQKWLEDSERARYSHRSSHHRPYLGVEDALSIRSVGSHRYDMFKDRSSRLSSLNHSYSHSHGMKKRSSDSHKDLLSGLYFDQRNYSSLRHSKPTSAYYTRQSSSLYSDPLATYKSDRASPTANSGLLRSASLASLYNGGLYNPYGPRTPSECSYYSSRISSARSSPGFTNDDTASIVSSDRASRGRRESVVSAADYFSRSNRRGSVVSEVDDISIPDLSSLDEKSDKQY.... Result: 1 (interaction).